From a dataset of Forward reaction prediction with 1.9M reactions from USPTO patents (1976-2016). Predict the product of the given reaction. The product is: [C:8]([O:6][CH:3]1[CH2:4][CH2:5][CH:1]([OH:7])[CH2:2]1)(=[O:15])[C:9]1[CH:14]=[CH:13][CH:12]=[CH:11][CH:10]=1. Given the reactants [CH:1]1([OH:7])[CH2:5][CH2:4][CH:3]([OH:6])[CH2:2]1.[C:8](Cl)(=[O:15])[C:9]1[CH:14]=[CH:13][CH:12]=[CH:11][CH:10]=1, predict the reaction product.